This data is from Forward reaction prediction with 1.9M reactions from USPTO patents (1976-2016). The task is: Predict the product of the given reaction. (1) The product is: [C:22]([O:1][C:2]1[CH:3]=[CH:4][C:5]([CH:8]2[CH2:9][CH2:10][C:11](=[O:14])[CH2:12][CH2:13]2)=[CH:6][CH:7]=1)(=[O:24])[CH3:23]. Given the reactants [OH:1][C:2]1[CH:7]=[CH:6][C:5]([CH:8]2[CH2:13][CH2:12][C:11](=[O:14])[CH2:10][CH2:9]2)=[CH:4][CH:3]=1.C(N(CC)CC)C.[C:22](Cl)(=[O:24])[CH3:23], predict the reaction product. (2) Given the reactants [N:1]([C@@H:4]1[CH2:8][CH2:7][CH2:6][C@@H:5]1[N:9]=[N+]=[N-])=[N+]=[N-].[ClH:12], predict the reaction product. The product is: [ClH:12].[ClH:12].[C@@H:5]1([NH2:9])[CH2:6][CH2:7][CH2:8][C@@H:4]1[NH2:1]. (3) Given the reactants Cl[C:2]1[C:3]2[CH:10]=[C:9]([CH:11]([CH3:13])[CH3:12])[S:8][C:4]=2[N:5]=[CH:6][N:7]=1.[F:14][C:15]1[CH:16]=[C:17]([CH:26]=[C:27]([F:29])[CH:28]=1)[CH2:18][N:19]1[CH2:24][CH2:23][CH:22]([NH2:25])[CH2:21][CH2:20]1, predict the reaction product. The product is: [F:14][C:15]1[CH:16]=[C:17]([CH:26]=[C:27]([F:29])[CH:28]=1)[CH2:18][N:19]1[CH2:20][CH2:21][CH:22]([NH:25][C:2]2[C:3]3[CH:10]=[C:9]([CH:11]([CH3:13])[CH3:12])[S:8][C:4]=3[N:5]=[CH:6][N:7]=2)[CH2:23][CH2:24]1.